This data is from Full USPTO retrosynthesis dataset with 1.9M reactions from patents (1976-2016). The task is: Predict the reactants needed to synthesize the given product. (1) Given the product [Cl:1][C:2]1[CH:3]=[CH:4][C:5]([N:21]2[CH2:22][CH2:23][N:18]([CH3:17])[CH2:19][CH2:20]2)=[C:6]([CH:9]=1)[C:7]#[N:8], predict the reactants needed to synthesize it. The reactants are: [Cl:1][C:2]1[CH:3]=[CH:4][C:5](F)=[C:6]([CH:9]=1)[C:7]#[N:8].C([O-])([O-])=O.[K+].[K+].[CH3:17][N:18]1[CH2:23][CH2:22][NH:21][CH2:20][CH2:19]1. (2) Given the product [CH2:30]([N:26]([CH2:27][CH2:28][CH3:29])[C:20]1[N:21]([CH3:25])[C:22](=[O:24])[C:23]2[C:15]([C:12]3[CH:13]=[CH:14][C:9]([OH:8])=[CH:10][C:11]=3[F:34])=[CH:16][N:17]([CH3:33])[C:18]=2[N:19]=1)[CH2:31][CH3:32], predict the reactants needed to synthesize it. The reactants are: C([O:8][C:9]1[CH:14]=[CH:13][C:12]([C:15]2[C:23]3[C:22](=[O:24])[N:21]([CH3:25])[C:20]([N:26]([CH2:30][CH2:31][CH3:32])[CH2:27][CH2:28][CH3:29])=[N:19][C:18]=3[N:17]([CH3:33])[CH:16]=2)=[C:11]([F:34])[CH:10]=1)C1C=CC=CC=1.